Dataset: Catalyst prediction with 721,799 reactions and 888 catalyst types from USPTO. Task: Predict which catalyst facilitates the given reaction. (1) Reactant: [C:1]([O:5][C:6](=[O:14])[CH2:7][CH:8]1[CH2:13][CH2:12][NH:11][CH2:10][CH2:9]1)([CH3:4])([CH3:3])[CH3:2].C1C2C(COC([N:32]=[C:33]=[S:34])=O)C3C(=CC=CC=3)C=2C=CC=1.N1CCCCC1. Product: [C:1]([O:5][C:6](=[O:14])[CH2:7][CH:8]1[CH2:13][CH2:12][N:11]([C:33](=[S:34])[NH2:32])[CH2:10][CH2:9]1)([CH3:4])([CH3:2])[CH3:3]. The catalyst class is: 22. (2) Reactant: Cl[C:2]1[S:3][C:4]([C:7]#[N:8])=[CH:5][N:6]=1.[F:9][C:10]1[CH:15]=[C:14]([F:16])[CH:13]=[CH:12][C:11]=1[C:17]([OH:34])([CH2:28][N:29]1[CH:33]=[N:32][N:31]=[N:30]1)[C:18]([C:21]1[N:26]=[CH:25][C:24]([OH:27])=[CH:23][CH:22]=1)([F:20])[F:19].C(=O)([O-])[O-].[K+].[K+]. Product: [F:9][C:10]1[CH:15]=[C:14]([F:16])[CH:13]=[CH:12][C:11]=1[C:17]([OH:34])([CH2:28][N:29]1[CH:33]=[N:32][N:31]=[N:30]1)[C:18]([C:21]1[N:26]=[CH:25][C:24]([O:27][C:2]2[S:3][C:4]([C:7]#[N:8])=[CH:5][N:6]=2)=[CH:23][CH:22]=1)([F:19])[F:20]. The catalyst class is: 549. (3) Reactant: CSC.B.[Br:5][C:6]1[CH:7]=[CH:8][C:9]([C:19](=[O:37])[C:20]2[CH:25]=[CH:24][CH:23]=[C:22]([O:26][S:27]([C:30]3[CH:36]=[CH:35][C:33]([CH3:34])=[CH:32][CH:31]=3)(=[O:29])=[O:28])[CH:21]=2)=[C:10]([CH:18]=1)[C:11]([N:13]([CH2:15][CH2:16][OH:17])[CH3:14])=O. The catalyst class is: 1. Product: [Br:5][C:6]1[CH:7]=[CH:8][C:9]([CH:19]([OH:37])[C:20]2[CH:25]=[CH:24][CH:23]=[C:22]([O:26][S:27]([C:30]3[CH:31]=[CH:32][C:33]([CH3:34])=[CH:35][CH:36]=3)(=[O:28])=[O:29])[CH:21]=2)=[C:10]([CH:18]=1)[CH2:11][N:13]([CH3:14])[CH2:15][CH2:16][OH:17]. (4) Reactant: [NH2:1][C:2]1[CH:3]=[C:4](C2C=C3N=CNC3=NC=2)[C:5]([F:12])=[C:6]([C:10]=1[F:11])[C:7]([NH2:9])=[O:8].[CH:22]1([S:25](Cl)(=[O:27])=[O:26])[CH2:24][CH2:23]1.C([N:32]([CH:35]([CH3:37])C)[CH2:33][CH3:34])(C)C. Product: [CH:22]1([S:25]([NH:1][C:2]2[C:10]([F:11])=[C:6]([C:5]([F:12])=[CH:4][CH:3]=2)[C:7]([NH:9][C:10]2[CH:6]=[C:37]3[CH:34]=[CH:33][NH:32][C:35]3=[N:1][CH:2]=2)=[O:8])(=[O:27])=[O:26])[CH2:24][CH2:23]1. The catalyst class is: 448. (5) Reactant: Br[CH2:2][CH2:3][CH2:4][CH2:5][C:6]([NH:8][C:9]1[CH:18]=[CH:17][CH:16]=[C:15]([Cl:19])[C:10]=1[C:11]([O:13][CH3:14])=[O:12])=[O:7].[N:20]1([C:26]2[CH:35]=[CH:34][C:33]3[C:28](=[CH:29][CH:30]=[CH:31][CH:32]=3)[N:27]=2)[CH2:25][CH2:24][NH:23][CH2:22][CH2:21]1.C(N(CC)CC)C. Product: [Cl:19][C:15]1[CH:16]=[CH:17][CH:18]=[C:9]([NH:8][C:6](=[O:7])[CH2:5][CH2:4][CH2:3][CH2:2][N:23]2[CH2:24][CH2:25][N:20]([C:26]3[CH:35]=[CH:34][C:33]4[C:28](=[CH:29][CH:30]=[CH:31][CH:32]=4)[N:27]=3)[CH2:21][CH2:22]2)[C:10]=1[C:11]([O:13][CH3:14])=[O:12]. The catalyst class is: 11. (6) Reactant: [F:1][C:2]1([F:13])[C:11](=[O:12])[N:5]2C(C)(C)[O:7][CH2:8][C@H:4]2[CH2:3]1. Product: [F:1][C:2]1([F:13])[CH2:3][C@H:4]([CH2:8][OH:7])[NH:5][C:11]1=[O:12]. The catalyst class is: 127. (7) Reactant: [Cl:1][C:2]1[CH:9]=[CH:8][C:7]([Cl:10])=[CH:6][C:3]=1[CH:4]=O.[C:11]([O:17][CH3:18])(=[O:16])[CH2:12][C:13]([CH3:15])=O.[CH3:19][C:20]1(C)[O:25]C(=O)CC(=O)O1.C([O-])(=O)C.[NH4+:33]. Product: [Cl:1][C:2]1[CH:9]=[CH:8][C:7]([Cl:10])=[CH:6][C:3]=1[CH:4]1[CH2:19][C:20](=[O:25])[NH:33][C:13]([CH3:15])=[C:12]1[C:11]([O:17][CH3:18])=[O:16]. The catalyst class is: 15.